This data is from Peptide-MHC class I binding affinity with 185,985 pairs from IEDB/IMGT. The task is: Regression. Given a peptide amino acid sequence and an MHC pseudo amino acid sequence, predict their binding affinity value. This is MHC class I binding data. The peptide sequence is TILGIGTVL. The MHC is HLA-A02:01 with pseudo-sequence HLA-A02:01. The binding affinity (normalized) is 0.188.